This data is from NCI-60 drug combinations with 297,098 pairs across 59 cell lines. The task is: Regression. Given two drug SMILES strings and cell line genomic features, predict the synergy score measuring deviation from expected non-interaction effect. (1) Cell line: SR. Drug 2: CCN(CC)CCNC(=O)C1=C(NC(=C1C)C=C2C3=C(C=CC(=C3)F)NC2=O)C. Drug 1: CS(=O)(=O)C1=CC(=C(C=C1)C(=O)NC2=CC(=C(C=C2)Cl)C3=CC=CC=N3)Cl. Synergy scores: CSS=7.23, Synergy_ZIP=-5.57, Synergy_Bliss=-8.68, Synergy_Loewe=-11.2, Synergy_HSA=-11.8. (2) Drug 1: CC1C(C(CC(O1)OC2CC(CC3=C2C(=C4C(=C3O)C(=O)C5=C(C4=O)C(=CC=C5)OC)O)(C(=O)C)O)N)O.Cl. Drug 2: C1=NC(=NC(=O)N1C2C(C(C(O2)CO)O)O)N. Cell line: SW-620. Synergy scores: CSS=23.9, Synergy_ZIP=-6.37, Synergy_Bliss=-1.23, Synergy_Loewe=-13.7, Synergy_HSA=-1.52.